This data is from Forward reaction prediction with 1.9M reactions from USPTO patents (1976-2016). The task is: Predict the product of the given reaction. (1) Given the reactants C1(C)C=CC=CC=1.[C:8]12([CH2:19][C:18](=[O:20])[O:17][C:15](=[O:16])[CH2:14]1)[CH2:13][CH2:12][CH2:11][CH2:10][CH2:9]2.C(=O)([O-])[O-].[NH4+:25].[NH4+].Cl, predict the reaction product. The product is: [C:8]1([CH2:19][C:18]([OH:17])=[O:20])([CH2:14][C:15]([NH2:25])=[O:16])[CH2:13][CH2:12][CH2:11][CH2:10][CH2:9]1. (2) Given the reactants [CH:1]([C:4]1[NH:5][C:6]2[CH:12]=[C:11]([NH2:13])[CH:10]=[CH:9][C:7]=2[N:8]=1)([CH3:3])[CH3:2].[Br:14]Br, predict the reaction product. The product is: [CH:1]([C:4]1[NH:5][C:6]2[C:12]([Br:14])=[C:11]([NH2:13])[CH:10]=[CH:9][C:7]=2[N:8]=1)([CH3:3])[CH3:2]. (3) Given the reactants [CH2:1]([N:3]([CH2:28][CH3:29])[CH2:4][CH2:5][O:6][C:7]1[CH:12]=[CH:11][C:10]([C:13]([C:22]2[CH:27]=[CH:26][CH:25]=[CH:24][CH:23]=2)(O)[CH2:14][C:15]2[CH:20]=[CH:19][CH:18]=[CH:17][CH:16]=2)=[CH:9][CH:8]=1)[CH3:2].[ClH:30], predict the reaction product. The product is: [ClH:30].[CH2:28]([N:3]([CH2:1][CH3:2])[CH2:4][CH2:5][O:6][C:7]1[CH:12]=[CH:11][C:10]([C:13]([C:22]2[CH:23]=[CH:24][CH:25]=[CH:26][CH:27]=2)=[CH:14][C:15]2[CH:16]=[CH:17][CH:18]=[CH:19][CH:20]=2)=[CH:9][CH:8]=1)[CH3:29]. (4) Given the reactants [Cl:1][C:2]1[CH:3]=[C:4]2[C:9](=[C:10]([Cl:12])[CH:11]=1)[O:8][CH:7]=[C:6]([CH:13]=O)[C:5]2=[O:15].[CH3:16][O:17][C:18]([C:20]#[C:21][C:22]([O:24][CH3:25])=[O:23])=[O:19].C1(P(C2C=CC=CC=2)C2C=CC=CC=2)C=CC=CC=1.[NH2:45][CH2:46][CH2:47][C:48]1[C:56]2[C:51](=[CH:52][CH:53]=[CH:54][CH:55]=2)[NH:50][CH:49]=1, predict the reaction product. The product is: [CH3:16][O:17][C:18]([C:20]1[C:21]2([C:22]([O:24][CH3:25])=[O:23])[N:45]([CH2:46][CH2:47][C:48]3[C:56]4[C:51](=[CH:52][CH:53]=[CH:54][CH:55]=4)[NH:50][C:49]=32)[CH:7]=[C:6]([C:5](=[O:15])[C:4]2[CH:3]=[C:2]([Cl:1])[CH:11]=[C:10]([Cl:12])[C:9]=2[OH:8])[CH:13]=1)=[O:19]. (5) Given the reactants [CH2:1]([O:8][C:9](=[O:19])[C@H:10]([CH2:12][C:13]1[CH:18]=[CH:17][CH:16]=[CH:15][CH:14]=1)[NH2:11])[C:2]1[CH:7]=[CH:6][CH:5]=[CH:4][CH:3]=1.[CH2:20]1[CH2:26][S:23](=[O:25])(=[O:24])[O:22][CH2:21]1, predict the reaction product. The product is: [CH2:12]([C@H:10]([NH:11][CH2:21][CH2:20][CH2:26][S:23]([OH:25])(=[O:24])=[O:22])[C:9]([O:8][CH2:1][C:2]1[CH:3]=[CH:4][CH:5]=[CH:6][CH:7]=1)=[O:19])[C:13]1[CH:18]=[CH:17][CH:16]=[CH:15][CH:14]=1. (6) Given the reactants [OH:1][C:2]1[C:11]([I:12])=[CH:10][CH:9]=[C:8]2[C:3]=1[CH2:4][CH2:5][CH2:6][C:7]2=[O:13].Cl[CH2:15][C:16]1[CH:21]=[CH:20][C:19]([O:22][CH3:23])=[CH:18][CH:17]=1.C(=O)([O-])[O-].[K+].[K+], predict the reaction product. The product is: [I:12][C:11]1[C:2]([O:1][CH2:15][C:16]2[CH:21]=[CH:20][C:19]([O:22][CH3:23])=[CH:18][CH:17]=2)=[C:3]2[C:8](=[CH:9][CH:10]=1)[C:7](=[O:13])[CH2:6][CH2:5][CH2:4]2.